Task: Predict the product of the given reaction.. Dataset: Forward reaction prediction with 1.9M reactions from USPTO patents (1976-2016) (1) The product is: [CH:18]1([C:16]([NH:15][C:13]2[N:14]=[C:9]3[CH:8]=[CH:7][C:6]([O:5][C:4]4[CH:3]=[C:2]([NH:1][C:30](=[O:31])[C:29]5[CH:33]=[CH:34][N:35]=[C:27]([C:26]([F:37])([F:25])[F:36])[CH:28]=5)[CH:23]=[CH:22][CH:21]=4)=[N:11][N:10]3[CH:12]=2)=[O:17])[CH2:20][CH2:19]1. Given the reactants [NH2:1][C:2]1[CH:3]=[C:4]([CH:21]=[CH:22][C:23]=1Cl)[O:5][C:6]1[CH:7]=[CH:8][C:9]2[N:10]([CH:12]=[C:13]([NH:15][C:16]([CH:18]3[CH2:20][CH2:19]3)=[O:17])[N:14]=2)[N:11]=1.[F:25][C:26]([F:37])([F:36])[C:27]1[CH:28]=[C:29]([CH:33]=[CH:34][N:35]=1)[C:30](O)=[O:31].ON1C2C=CC=CC=2N=N1.Cl.C(N=C=NCCCN(C)C)C, predict the reaction product. (2) Given the reactants [NH2:1][C:2]1[CH:3]=[C:4]([NH:9][C:10]2[C:15]([Cl:16])=[CH:14][N:13]=[C:12]([NH:17][C:18]3[CH:19]=[N:20][N:21]([CH:23]4[CH2:28][CH2:27][N:26]([CH3:29])[CH2:25][CH2:24]4)[CH:22]=3)[N:11]=2)[CH:5]=[CH:6][C:7]=1[F:8].C(N(CC)CC)C.Cl[CH2:38][CH2:39][S:40](Cl)(=[O:42])=[O:41], predict the reaction product. The product is: [Cl:16][C:15]1[C:10]([NH:9][C:4]2[CH:5]=[CH:6][C:7]([F:8])=[C:2]([NH:1][S:40]([CH:39]=[CH2:38])(=[O:42])=[O:41])[CH:3]=2)=[N:11][C:12]([NH:17][C:18]2[CH:19]=[N:20][N:21]([CH:23]3[CH2:28][CH2:27][N:26]([CH3:29])[CH2:25][CH2:24]3)[CH:22]=2)=[N:13][CH:14]=1.